This data is from Full USPTO retrosynthesis dataset with 1.9M reactions from patents (1976-2016). The task is: Predict the reactants needed to synthesize the given product. The reactants are: CCN=C=NCCCN(C)C.C1C=CC2N(O)N=NC=2C=1.[C:22]1([C:40]2[CH:45]=[CH:44][CH:43]=[CH:42][CH:41]=2)[CH:27]=[CH:26][C:25]([CH2:28][O:29][C:30]2[CH:35]=[CH:34][C:33]([CH2:36][C:37](O)=[O:38])=[CH:32][CH:31]=2)=[CH:24][CH:23]=1.[CH3:46][N:47]([CH3:51])[CH2:48][CH2:49][NH2:50]. Given the product [C:22]1([C:40]2[CH:41]=[CH:42][CH:43]=[CH:44][CH:45]=2)[CH:27]=[CH:26][C:25]([CH2:28][O:29][C:30]2[CH:35]=[CH:34][C:33]([CH2:36][C:37]([NH:50][CH2:49][CH2:48][N:47]([CH3:51])[CH3:46])=[O:38])=[CH:32][CH:31]=2)=[CH:24][CH:23]=1, predict the reactants needed to synthesize it.